This data is from Forward reaction prediction with 1.9M reactions from USPTO patents (1976-2016). The task is: Predict the product of the given reaction. (1) Given the reactants [CH2:1]([O:3][C:4]1[CH:23]=[CH:22][C:7]([CH2:8][CH:9]2[C:13]3=[N:14][C:15]4[CH:20]=[CH:19][CH:18]=[CH:17][C:16]=4[N:12]3[C:11](=[O:21])[NH:10]2)=[CH:6][CH:5]=1)[CH3:2].[NH2:24][C@H:25]1[CH2:30][CH2:29][C@H:28]([OH:31])[CH2:27][CH2:26]1.C(O)(C(F)(F)F)=O, predict the reaction product. The product is: [NH:14]1[C:15]2[CH:20]=[CH:19][CH:18]=[CH:17][C:16]=2[N:12]=[C:13]1[CH:9]([NH:10][C:11]([NH:24][C@H:25]1[CH2:30][CH2:29][C@H:28]([OH:31])[CH2:27][CH2:26]1)=[O:21])[CH2:8][C:7]1[CH:6]=[CH:5][C:4]([O:3][CH2:1][CH3:2])=[CH:23][CH:22]=1. (2) The product is: [Br:1][C:2]1[CH:3]=[C:4]2[C:5](=[CH:6][CH:7]=1)[N:8]([CH:9]1[CH2:14][CH2:13][O:12][CH2:11][CH2:10]1)[CH:16]=[CH:15]2. Given the reactants [Br:1][C:2]1[CH:7]=[CH:6][C:5]([NH:8][CH:9]2[CH2:14][CH2:13][O:12][CH2:11][CH2:10]2)=[C:4]([CH2:15][CH:16](OC)OC)[CH:3]=1, predict the reaction product. (3) Given the reactants Cl[S:2]([C:5]1[CH:6]=[CH:7][C:8]([CH3:14])=[C:9]([CH:13]=1)[C:10]([OH:12])=[O:11])(=[O:4])=[O:3].[CH2:15]([NH:17][CH2:18]C)C, predict the reaction product. The product is: [CH3:15][N:17]([CH3:18])[S:2]([C:5]1[CH:6]=[CH:7][C:8]([CH3:14])=[C:9]([CH:13]=1)[C:10]([OH:12])=[O:11])(=[O:4])=[O:3].